From a dataset of Forward reaction prediction with 1.9M reactions from USPTO patents (1976-2016). Predict the product of the given reaction. (1) Given the reactants [Cl:1][C:2]1[CH:3]=[C:4]([CH:6]=[C:7]([Cl:9])[CH:8]=1)[NH2:5].[CH2:10]([C:12](=O)[C:13]([O-:15])=[O:14])[CH3:11].C=C[C:19]1[CH:24]=[CH:23][CH:22]=[CH:21][CH:20]=1.FC(F)(F)C(O)=O.[OH-].[Na+], predict the reaction product. The product is: [Cl:1][C:2]1[CH:8]=[C:7]([Cl:9])[CH:6]=[C:4]2[C:3]=1[CH:11]([C:19]1[CH:24]=[CH:23][CH:22]=[CH:21][CH:20]=1)[CH2:10][CH:12]([C:13]([OH:15])=[O:14])[NH:5]2. (2) Given the reactants [C@@H:1]12[N:8](C)[C@@H:5]([CH2:6][CH2:7]1)[CH2:4][CH2:3][CH2:2]2.[Cl:10]C(OC(Cl)C)=O.C1(C)C=CC=CC=1, predict the reaction product. The product is: [ClH:10].[CH:5]12[NH:8][CH:1]([CH2:7][CH2:6]1)[CH2:2][CH2:3][CH2:4]2. (3) The product is: [Cl:13][CH2:14][CH2:15][CH2:16][C:17]([C:4]1[CH:5]=[CH:6][C:1]([O:7][CH3:8])=[CH:2][CH:3]=1)=[O:18]. Given the reactants [C:1]1([O:7][CH3:8])[CH:6]=[CH:5][CH:4]=[CH:3][CH:2]=1.[Cl-].[Al+3].[Cl-].[Cl-].[Cl:13][CH2:14][CH2:15][CH2:16][C:17](Cl)=[O:18].O, predict the reaction product. (4) Given the reactants [I:1][C:2]1[C:6]([CH:7]=O)=[CH:5][N:4]([CH2:9][O:10][CH2:11][CH2:12][Si:13]([CH3:16])([CH3:15])[CH3:14])[N:3]=1.[Cl:17][C:18]1[CH:23]=[CH:22][C:21]([S:24]([NH2:27])(=[O:26])=[O:25])=[CH:20][CH:19]=1, predict the reaction product. The product is: [Cl:17][C:18]1[CH:19]=[CH:20][C:21]([S:24]([N:27]=[CH:7][C:6]2[C:2]([I:1])=[N:3][N:4]([CH2:9][O:10][CH2:11][CH2:12][Si:13]([CH3:16])([CH3:15])[CH3:14])[CH:5]=2)(=[O:25])=[O:26])=[CH:22][CH:23]=1. (5) Given the reactants [Cl:1][C:2]1[N:7]=[C:6]([CH3:8])[C:5]([O:9]C(=O)C)=[CH:4][CH:3]=1.[OH-].[Na+].Cl, predict the reaction product. The product is: [Cl:1][C:2]1[N:7]=[C:6]([CH3:8])[C:5]([OH:9])=[CH:4][CH:3]=1. (6) Given the reactants Br[C:2]1[S:3][C:4]2[C:10]([C:11]3[CH:16]=[CH:15][C:14]([Cl:17])=[CH:13][CH:12]=3)=[C:9]([C@H:18]([O:23][C:24]([CH3:27])([CH3:26])[CH3:25])[C:19]([O:21][CH3:22])=[O:20])[C:8]([CH3:28])=[CH:7][C:5]=2[N:6]=1.[CH3:29][N:30]1[C:38]2[C:33](=[CH:34][C:35](B3OC(C)(C)C(C)(C)O3)=[CH:36][CH:37]=2)[C:32]([C:48]2[CH:53]=[CH:52][N:51]=[CH:50][CH:49]=2)=[N:31]1.C([O-])([O-])=O.[K+].[K+].O1CCOCC1, predict the reaction product. The product is: [C:24]([O:23][C@@H:18]([C:9]1[C:8]([CH3:28])=[CH:7][C:5]2[N:6]=[C:2]([C:35]3[CH:34]=[C:33]4[C:38](=[CH:37][CH:36]=3)[N:30]([CH3:29])[N:31]=[C:32]4[C:48]3[CH:53]=[CH:52][N:51]=[CH:50][CH:49]=3)[S:3][C:4]=2[C:10]=1[C:11]1[CH:16]=[CH:15][C:14]([Cl:17])=[CH:13][CH:12]=1)[C:19]([O:21][CH3:22])=[O:20])([CH3:27])([CH3:26])[CH3:25]. (7) Given the reactants Cl[C:2]1[CH:7]=[CH:6][N+:5]([O-:8])=[C:4]([CH3:9])[C:3]=1[CH3:10].[OH-].[Na+].[CH2:13]([OH:18])[CH2:14][CH2:15][CH2:16][CH3:17].C1(C)C=CC=CC=1, predict the reaction product. The product is: [CH2:13]([O:18][C:2]1[CH:7]=[CH:6][N+:5]([O-:8])=[C:4]([CH3:9])[C:3]=1[CH3:10])[CH2:14][CH2:15][CH2:16][CH3:17].